Dataset: Retrosynthesis with 50K atom-mapped reactions and 10 reaction types from USPTO. Task: Predict the reactants needed to synthesize the given product. (1) Given the product COC(=O)c1ccc(-c2ccccc2S(=O)(=O)NC(C)(C)C)cc1, predict the reactants needed to synthesize it. The reactants are: CC(C)(C)NS(=O)(=O)c1ccccc1B(O)O.COC(=O)c1ccc(Br)cc1. (2) Given the product COC(=O)C1CCC2(CCCCC2)C1O, predict the reactants needed to synthesize it. The reactants are: CC[Si](CC)(CC)OC1C(C(=O)OC)CCC12CCCCC2.